The task is: Predict the reactants needed to synthesize the given product.. This data is from Full USPTO retrosynthesis dataset with 1.9M reactions from patents (1976-2016). (1) The reactants are: [N+:1]([C:4]1[CH:5]=[CH:6][C:7]([CH:10](C(OCC)=O)[C:11]([O:13][C:14](C)(C)[CH3:15])=[O:12])=[N:8][CH:9]=1)([O-:3])=[O:2].C(O)(C(F)(F)F)=O.C(Cl)Cl. Given the product [N+:1]([C:4]1[CH:5]=[CH:6][C:7]([CH2:10][C:11]([O:13][CH2:14][CH3:15])=[O:12])=[N:8][CH:9]=1)([O-:3])=[O:2], predict the reactants needed to synthesize it. (2) Given the product [C:1]([O:5][C:6]([N:8]1[CH2:12][CH2:11][CH:10]([C:13]2[S:14][CH:15]=[CH:16][CH:17]=2)[CH2:9]1)=[O:7])([CH3:4])([CH3:2])[CH3:3], predict the reactants needed to synthesize it. The reactants are: [C:1]([O:5][C:6]([N:8]1[CH2:12][CH:11]=[C:10]([C:13]2[S:14][CH:15]=[CH:16][CH:17]=2)[CH2:9]1)=[O:7])([CH3:4])([CH3:3])[CH3:2]. (3) Given the product [CH3:1][C:2]1[C:10]2[S:9][CH:8]=[CH:7][C:6]=2[CH:5]=[CH:4][C:3]=1[C:11]([OH:13])=[O:12], predict the reactants needed to synthesize it. The reactants are: [CH3:1][C:2]1[C:10]2[S:9][CH:8]=[CH:7][C:6]=2[CH:5]=[CH:4][C:3]=1[C:11]([O:13]C)=[O:12].[OH-].[Na+]. (4) Given the product [OH:1][CH2:2][C@H:3]([NH:14][C:15]([C:17]1[C:26]2[O:25][CH2:24][CH2:23][O:22][C:21]=2[CH:20]=[C:19]([C:29]#[C:28][C:30]2[CH:35]=[CH:34][CH:33]=[CH:32][C:31]=2[O:36][CH3:37])[CH:18]=1)=[O:16])[CH2:4][C:5]1[C:13]2[C:8](=[CH:9][CH:10]=[CH:11][CH:12]=2)[NH:7][CH:6]=1, predict the reactants needed to synthesize it. The reactants are: [OH:1][CH2:2][C@H:3]([NH:14][C:15]([C:17]1[C:26]2[O:25][CH2:24][CH2:23][O:22][C:21]=2[CH:20]=[C:19](Br)[CH:18]=1)=[O:16])[CH2:4][C:5]1[C:13]2[C:8](=[CH:9][CH:10]=[CH:11][CH:12]=2)[NH:7][CH:6]=1.[C:28]([C:30]1[CH:35]=[CH:34][CH:33]=[CH:32][C:31]=1[O:36][CH3:37])#[CH:29].CCCC[N+](CCCC)(CCCC)CCCC.[F-].O. (5) Given the product [NH:43]1[C:44]2[C:40](=[C:39]([C:2]3[N:3]=[C:4]([N:13]4[CH2:18][CH2:17][O:16][CH2:15][CH2:14]4)[C:5]4[S:10][C:9]([CH2:11][NH:12][C:28](=[O:29])[CH2:27][C:24]5[CH:25]=[CH:26][C:21]([O:20][CH3:19])=[CH:22][CH:23]=5)=[CH:8][C:6]=4[N:7]=3)[CH:47]=[CH:46][CH:45]=2)[CH:41]=[N:42]1, predict the reactants needed to synthesize it. The reactants are: Cl[C:2]1[N:3]=[C:4]([N:13]2[CH2:18][CH2:17][O:16][CH2:15][CH2:14]2)[C:5]2[S:10][C:9]([CH2:11][NH2:12])=[CH:8][C:6]=2[N:7]=1.[CH3:19][O:20][C:21]1[CH:26]=[CH:25][C:24]([CH2:27][C:28](Cl)=[O:29])=[CH:23][CH:22]=1.CC1(C)C(C)(C)OB([C:39]2[CH:47]=[CH:46][CH:45]=[C:44]3[C:40]=2[CH:41]=[N:42][NH:43]3)O1.